This data is from Reaction yield outcomes from USPTO patents with 853,638 reactions. The task is: Predict the reaction yield, written as a fraction of the theoretical maximum amount of product (1.0 means a 100% yield; for example, 0.34 means a 34% yield). (1) The reactants are [O-]P([O-])([O-])=O.[K+].[K+].[K+].[C@@H:9]1([NH2:16])[CH2:14][CH2:13][CH2:12][CH2:11][C@H:10]1[NH2:15].I[C:18]1[CH:19]=[C:20]([CH3:25])[CH:21]=[C:22]([CH3:24])[CH:23]=1. The catalyst is [Cu]I.COCCOCCOC. The product is [CH3:24][C:22]1[CH:23]=[C:18]([N:15]([C:18]2[CH:23]=[C:22]([CH3:24])[CH:21]=[C:20]([CH3:25])[CH:19]=2)[C@@H:10]2[CH2:11][CH2:12][CH2:13][CH2:14][C@H:9]2[NH2:16])[CH:19]=[C:20]([CH3:25])[CH:21]=1. The yield is 0.720. (2) The yield is 1.00. The catalyst is CN(C=O)C. The reactants are [OH:1][C:2]1[CH:10]=[CH:9][C:5]([CH2:6][CH2:7][OH:8])=[CH:4][CH:3]=1.C(=O)([O-])[O-].[Cs+].[Cs+].CC1C=CC(OS(O[CH2:27][CH2:28][O:29][CH2:30][CH2:31][NH:32][C:33](=[O:39])[O:34][C:35]([CH3:38])([CH3:37])[CH3:36])(=O)=O)=CC=1. The product is [OH:8][CH2:7][CH2:6][C:5]1[CH:9]=[CH:10][C:2]([O:1][CH2:27][CH2:28][O:29][CH2:30][CH2:31][NH:32][C:33](=[O:39])[O:34][C:35]([CH3:38])([CH3:37])[CH3:36])=[CH:3][CH:4]=1. (3) The reactants are S(Cl)(Cl)=O.[NH2:5][C:6]1[CH:7]=[CH:8][C:9]([Cl:15])=[C:10]([CH:14]=1)[C:11]([OH:13])=[O:12].[CH3:16]O. No catalyst specified. The product is [NH2:5][C:6]1[CH:7]=[CH:8][C:9]([Cl:15])=[C:10]([CH:14]=1)[C:11]([O:13][CH3:16])=[O:12]. The yield is 0.680. (4) The reactants are [O:1]1[CH2:6][CH2:5][CH:4]([C:7]([O:9]C)=[O:8])[CH2:3][CH2:2]1.Cl. The catalyst is [OH-].[Na+].CO.O. The product is [O:1]1[CH2:6][CH2:5][CH:4]([C:7]([OH:9])=[O:8])[CH2:3][CH2:2]1. The yield is 0.870.